From a dataset of NCI-60 drug combinations with 297,098 pairs across 59 cell lines. Regression. Given two drug SMILES strings and cell line genomic features, predict the synergy score measuring deviation from expected non-interaction effect. (1) Drug 1: CCC1(CC2CC(C3=C(CCN(C2)C1)C4=CC=CC=C4N3)(C5=C(C=C6C(=C5)C78CCN9C7C(C=CC9)(C(C(C8N6C)(C(=O)OC)O)OC(=O)C)CC)OC)C(=O)OC)O.OS(=O)(=O)O. Drug 2: COC1=NC(=NC2=C1N=CN2C3C(C(C(O3)CO)O)O)N. Cell line: SN12C. Synergy scores: CSS=2.64, Synergy_ZIP=-2.95, Synergy_Bliss=-3.81, Synergy_Loewe=-3.92, Synergy_HSA=-3.89. (2) Drug 1: C1=C(C(=O)NC(=O)N1)F. Drug 2: C1=CC(=CC=C1CC(C(=O)O)N)N(CCCl)CCCl.Cl. Cell line: A549. Synergy scores: CSS=64.1, Synergy_ZIP=4.29, Synergy_Bliss=3.84, Synergy_Loewe=3.97, Synergy_HSA=7.37. (3) Synergy scores: CSS=7.70, Synergy_ZIP=-4.37, Synergy_Bliss=0.700, Synergy_Loewe=-11.7, Synergy_HSA=-2.13. Drug 2: C(CCl)NC(=O)N(CCCl)N=O. Drug 1: CCN(CC)CCCC(C)NC1=C2C=C(C=CC2=NC3=C1C=CC(=C3)Cl)OC. Cell line: NCI-H226. (4) Drug 1: COC1=C(C=C2C(=C1)N=CN=C2NC3=CC(=C(C=C3)F)Cl)OCCCN4CCOCC4. Drug 2: CC1=C(N=C(N=C1N)C(CC(=O)N)NCC(C(=O)N)N)C(=O)NC(C(C2=CN=CN2)OC3C(C(C(C(O3)CO)O)O)OC4C(C(C(C(O4)CO)O)OC(=O)N)O)C(=O)NC(C)C(C(C)C(=O)NC(C(C)O)C(=O)NCCC5=NC(=CS5)C6=NC(=CS6)C(=O)NCCC[S+](C)C)O. Cell line: MCF7. Synergy scores: CSS=11.3, Synergy_ZIP=-2.74, Synergy_Bliss=0.345, Synergy_Loewe=-1.48, Synergy_HSA=-1.79.